From a dataset of Full USPTO retrosynthesis dataset with 1.9M reactions from patents (1976-2016). Predict the reactants needed to synthesize the given product. Given the product [CH3:23][O:22][C:20]([CH:19]([O:4][C:3]1[CH:5]=[CH:6][CH:7]=[CH:8][C:2]=1[C:1]([O:10][CH3:11])=[O:9])[CH2:24][CH2:25][CH2:26][CH3:27])=[O:21], predict the reactants needed to synthesize it. The reactants are: [C:1]([O:10][CH3:11])(=[O:9])[C:2]1[C:3](=[CH:5][CH:6]=[CH:7][CH:8]=1)[OH:4].C(=O)([O-])[O-].[K+].[K+].Br[CH:19]([CH2:24][CH2:25][CH2:26][CH3:27])[C:20]([O:22][CH3:23])=[O:21].